From a dataset of NCI-60 drug combinations with 297,098 pairs across 59 cell lines. Regression. Given two drug SMILES strings and cell line genomic features, predict the synergy score measuring deviation from expected non-interaction effect. Drug 1: C(=O)(N)NO. Drug 2: CN(CC1=CN=C2C(=N1)C(=NC(=N2)N)N)C3=CC=C(C=C3)C(=O)NC(CCC(=O)O)C(=O)O. Cell line: SF-295. Synergy scores: CSS=71.8, Synergy_ZIP=15.3, Synergy_Bliss=10.3, Synergy_Loewe=-23.5, Synergy_HSA=9.16.